This data is from NCI-60 drug combinations with 297,098 pairs across 59 cell lines. The task is: Regression. Given two drug SMILES strings and cell line genomic features, predict the synergy score measuring deviation from expected non-interaction effect. (1) Drug 1: CC1=C(C=C(C=C1)NC(=O)C2=CC=C(C=C2)CN3CCN(CC3)C)NC4=NC=CC(=N4)C5=CN=CC=C5. Drug 2: CCC1(CC2CC(C3=C(CCN(C2)C1)C4=CC=CC=C4N3)(C5=C(C=C6C(=C5)C78CCN9C7C(C=CC9)(C(C(C8N6C)(C(=O)OC)O)OC(=O)C)CC)OC)C(=O)OC)O.OS(=O)(=O)O. Cell line: K-562. Synergy scores: CSS=48.2, Synergy_ZIP=1.89, Synergy_Bliss=0.924, Synergy_Loewe=-0.851, Synergy_HSA=0.191. (2) Drug 1: COC1=NC(=NC2=C1N=CN2C3C(C(C(O3)CO)O)O)N. Drug 2: CCC1(CC2CC(C3=C(CCN(C2)C1)C4=CC=CC=C4N3)(C5=C(C=C6C(=C5)C78CCN9C7C(C=CC9)(C(C(C8N6C)(C(=O)OC)O)OC(=O)C)CC)OC)C(=O)OC)O.OS(=O)(=O)O. Cell line: CAKI-1. Synergy scores: CSS=24.7, Synergy_ZIP=-8.48, Synergy_Bliss=-2.03, Synergy_Loewe=-0.264, Synergy_HSA=-0.246. (3) Drug 1: C1C(C(OC1N2C=NC3=C(N=C(N=C32)Cl)N)CO)O. Drug 2: CC1=C2C(C(=O)C3(C(CC4C(C3C(C(C2(C)C)(CC1OC(=O)C(C(C5=CC=CC=C5)NC(=O)C6=CC=CC=C6)O)O)OC(=O)C7=CC=CC=C7)(CO4)OC(=O)C)O)C)OC(=O)C. Cell line: HCC-2998. Synergy scores: CSS=59.9, Synergy_ZIP=-5.03, Synergy_Bliss=-2.94, Synergy_Loewe=-2.09, Synergy_HSA=3.47. (4) Drug 1: CC1=CC=C(C=C1)C2=CC(=NN2C3=CC=C(C=C3)S(=O)(=O)N)C(F)(F)F. Drug 2: C#CCC(CC1=CN=C2C(=N1)C(=NC(=N2)N)N)C3=CC=C(C=C3)C(=O)NC(CCC(=O)O)C(=O)O. Cell line: TK-10. Synergy scores: CSS=37.1, Synergy_ZIP=4.07, Synergy_Bliss=-0.561, Synergy_Loewe=-29.2, Synergy_HSA=-2.11. (5) Drug 1: CC1C(C(CC(O1)OC2CC(CC3=C2C(=C4C(=C3O)C(=O)C5=C(C4=O)C(=CC=C5)OC)O)(C(=O)C)O)N)O.Cl. Drug 2: C1=NNC2=C1C(=O)NC=N2. Cell line: HCT-15. Synergy scores: CSS=9.21, Synergy_ZIP=-0.846, Synergy_Bliss=1.63, Synergy_Loewe=-10.3, Synergy_HSA=-1.65. (6) Drug 1: C#CCC(CC1=CN=C2C(=N1)C(=NC(=N2)N)N)C3=CC=C(C=C3)C(=O)NC(CCC(=O)O)C(=O)O. Drug 2: C1C(C(OC1N2C=NC(=NC2=O)N)CO)O. Cell line: BT-549. Synergy scores: CSS=16.6, Synergy_ZIP=-0.836, Synergy_Bliss=0.0933, Synergy_Loewe=2.04, Synergy_HSA=1.64. (7) Drug 1: C1CN1C2=NC(=NC(=N2)N3CC3)N4CC4. Drug 2: C1=C(C(=O)NC(=O)N1)F. Cell line: HCC-2998. Synergy scores: CSS=50.7, Synergy_ZIP=-12.1, Synergy_Bliss=-10.9, Synergy_Loewe=3.61, Synergy_HSA=4.26. (8) Drug 1: CC1CCC2CC(C(=CC=CC=CC(CC(C(=O)C(C(C(=CC(C(=O)CC(OC(=O)C3CCCCN3C(=O)C(=O)C1(O2)O)C(C)CC4CCC(C(C4)OC)OCCO)C)C)O)OC)C)C)C)OC. Drug 2: C1=NC2=C(N1)C(=S)N=CN2. Cell line: U251. Synergy scores: CSS=36.0, Synergy_ZIP=-0.976, Synergy_Bliss=0.494, Synergy_Loewe=-2.91, Synergy_HSA=2.75. (9) Drug 1: CS(=O)(=O)OCCCCOS(=O)(=O)C. Drug 2: CCN(CC)CCCC(C)NC1=C2C=C(C=CC2=NC3=C1C=CC(=C3)Cl)OC. Synergy scores: CSS=4.98, Synergy_ZIP=2.38, Synergy_Bliss=5.13, Synergy_Loewe=-15.1, Synergy_HSA=-2.60. Cell line: SK-OV-3.